This data is from Full USPTO retrosynthesis dataset with 1.9M reactions from patents (1976-2016). The task is: Predict the reactants needed to synthesize the given product. (1) Given the product [Br:1][CH2:2][CH2:3][CH2:4][CH2:5][CH2:6][CH2:7][CH2:8][CH2:9][CH2:10][CH2:11][O:12][C:15](=[O:16])[C:14]([CH3:19])([CH3:18])[CH3:13], predict the reactants needed to synthesize it. The reactants are: [Br:1][CH2:2][CH2:3][CH2:4][CH2:5][CH2:6][CH2:7][CH2:8][CH2:9][CH2:10][CH2:11][OH:12].[CH3:13][C:14]([CH3:19])([CH3:18])[C:15](Cl)=[O:16]. (2) Given the product [Cl:25][C:10]1[CH:9]=[C:8]([NH2:7])[CH:13]=[C:12]([O:14][C:15]2[S:16][C:17]3[CH:23]=[CH:22][C:21]([Cl:24])=[CH:20][C:18]=3[N:19]=2)[CH:11]=1, predict the reactants needed to synthesize it. The reactants are: C(OC(=O)[NH:7][C:8]1[CH:13]=[C:12]([O:14][C:15]2[S:16][C:17]3[CH:23]=[CH:22][C:21]([Cl:24])=[CH:20][C:18]=3[N:19]=2)[CH:11]=[C:10]([Cl:25])[CH:9]=1)(C)(C)C.FC(F)(F)C(O)=O.